Dataset: Full USPTO retrosynthesis dataset with 1.9M reactions from patents (1976-2016). Task: Predict the reactants needed to synthesize the given product. (1) Given the product [CH3:21][C:20]([CH3:22])([CH2:25][C:26]1[CH:31]=[CH:30][CH:29]=[CH:28][CH:27]=1)[C:19]([OH:24])=[O:23], predict the reactants needed to synthesize it. The reactants are: C(NC(C)C)(C)C.C([Li])CCC.CCCCCC.[C:19]([OH:24])(=[O:23])[CH:20]([CH3:22])[CH3:21].[CH2:25](Cl)[C:26]1[CH:31]=[CH:30][CH:29]=[CH:28][CH:27]=1. (2) Given the product [N:8]1[CH:12]=[CH:38][CH:33]=[CH:32][C:9]=1[CH2:10][NH:13][C:14]([C:16]1[S:17][CH:18]=[CH:19][C:20]=1[NH:21][C:22]1[CH:27]=[CH:26][N:25]=[C:24]2[NH:28][CH:29]=[CH:30][C:23]=12)=[O:15], predict the reactants needed to synthesize it. The reactants are: C(OC([N:8]1[CH2:12]C[CH:10]([NH:13][C:14]([C:16]2[S:17][CH:18]=[CH:19][C:20]=2[NH:21][C:22]2[CH:27]=[CH:26][N:25]=[C:24]3[NH:28][CH:29]=[CH:30][C:23]=23)=[O:15])[CH2:9]1)=O)(C)(C)C.N[CH2:32][C:33]1[CH:38]=CC=CN=1.